From a dataset of NCI-60 drug combinations with 297,098 pairs across 59 cell lines. Regression. Given two drug SMILES strings and cell line genomic features, predict the synergy score measuring deviation from expected non-interaction effect. (1) Cell line: DU-145. Drug 2: C1=CC=C(C=C1)NC(=O)CCCCCCC(=O)NO. Drug 1: C1CC(=O)NC(=O)C1N2CC3=C(C2=O)C=CC=C3N. Synergy scores: CSS=29.4, Synergy_ZIP=-7.78, Synergy_Bliss=0.0230, Synergy_Loewe=-50.7, Synergy_HSA=2.22. (2) Drug 1: CC12CCC3C(C1CCC2=O)CC(=C)C4=CC(=O)C=CC34C. Drug 2: CN1C2=C(C=C(C=C2)N(CCCl)CCCl)N=C1CCCC(=O)O.Cl. Cell line: NCI-H522. Synergy scores: CSS=38.9, Synergy_ZIP=-3.54, Synergy_Bliss=-1.39, Synergy_Loewe=-2.36, Synergy_HSA=0.0249. (3) Drug 1: C1=CC(=CC=C1CCC2=CNC3=C2C(=O)NC(=N3)N)C(=O)NC(CCC(=O)O)C(=O)O. Drug 2: CC1C(C(CC(O1)OC2CC(CC3=C2C(=C4C(=C3O)C(=O)C5=C(C4=O)C(=CC=C5)OC)O)(C(=O)CO)O)N)O.Cl. Cell line: MALME-3M. Synergy scores: CSS=46.9, Synergy_ZIP=-3.11, Synergy_Bliss=-3.54, Synergy_Loewe=-12.7, Synergy_HSA=0.678. (4) Cell line: NCI-H226. Synergy scores: CSS=13.3, Synergy_ZIP=-4.75, Synergy_Bliss=-0.163, Synergy_Loewe=-11.3, Synergy_HSA=-0.810. Drug 2: C1CN(P(=O)(OC1)NCCCl)CCCl. Drug 1: CC1=C(N=C(N=C1N)C(CC(=O)N)NCC(C(=O)N)N)C(=O)NC(C(C2=CN=CN2)OC3C(C(C(C(O3)CO)O)O)OC4C(C(C(C(O4)CO)O)OC(=O)N)O)C(=O)NC(C)C(C(C)C(=O)NC(C(C)O)C(=O)NCCC5=NC(=CS5)C6=NC(=CS6)C(=O)NCCC[S+](C)C)O. (5) Drug 1: C(=O)(N)NO. Drug 2: CC1C(C(CC(O1)OC2CC(CC3=C2C(=C4C(=C3O)C(=O)C5=CC=CC=C5C4=O)O)(C(=O)C)O)N)O. Cell line: NCI-H322M. Synergy scores: CSS=36.4, Synergy_ZIP=-1.83, Synergy_Bliss=-1.90, Synergy_Loewe=-75.9, Synergy_HSA=-2.11.